From a dataset of Reaction yield outcomes from USPTO patents with 853,638 reactions. Predict the reaction yield, written as a fraction of the theoretical maximum amount of product (1.0 means a 100% yield; for example, 0.34 means a 34% yield). The reactants are [CH2:1]([C:3]1[CH:4]([C:9]([O:11][CH2:12][CH3:13])=[O:10])[CH2:5][C:6](=[O:8])[CH:7]=1)[CH3:2]. The catalyst is [Pd].CCOC(C)=O. The product is [CH2:1]([CH:3]1[CH2:7][C:6](=[O:8])[CH2:5][CH:4]1[C:9]([O:11][CH2:12][CH3:13])=[O:10])[CH3:2]. The yield is 0.990.